From a dataset of Catalyst prediction with 721,799 reactions and 888 catalyst types from USPTO. Predict which catalyst facilitates the given reaction. (1) Reactant: [CH3:1][CH:2]([NH2:4])[CH3:3].[Cl:5][C:6]1[CH:11]=[CH:10][C:9]([CH:12]2[CH2:14][O:13]2)=[CH:8][CH:7]=1.[C:15]([O:19][C:20](O[C:20]([O:19][C:15]([CH3:18])([CH3:17])[CH3:16])=[O:21])=[O:21])([CH3:18])([CH3:17])[CH3:16].C(N(CC)CC)C.N1C=CN=C1. Product: [Cl:5][C:6]1[CH:11]=[CH:10][C:9]([CH:12]([OH:13])[CH2:14][N:4]([CH:2]([CH3:3])[CH3:1])[C:20](=[O:21])[O:19][C:15]([CH3:18])([CH3:17])[CH3:16])=[CH:8][CH:7]=1. The catalyst class is: 34. (2) Reactant: [Cl-].[Eu+3:2].[Cl-].[Cl-].[CH:5]([OH:8])([CH3:7])[CH3:6].[Na].[CH3:10][CH:11]([CH3:13])[O-:12].[Na+]. Product: [CH3:6][CH:5]([CH3:7])[O-:8].[CH3:10][CH:11]([CH3:13])[O-:12].[CH3:6][CH:5]([CH3:7])[O-:8].[Eu+3:2]. The catalyst class is: 48. (3) Reactant: [CH3:1][C:2]1[CH:3]=[C:4]([C:14]2[NH:23][C:22](=[O:24])[C:21]3[C:16](=[CH:17][C:18]([O:27][CH3:28])=[CH:19][C:20]=3[O:25][CH3:26])[N:15]=2)[CH:5]=[C:6]([CH3:13])[C:7]=1[O:8]CCNC.C[CH2:30][N:31]([CH2:34][CH3:35])[CH2:32][CH3:33].C(Cl)(=[O:38])C. Product: [CH3:26][O:25][C:20]1[CH:19]=[C:18]([O:27][CH3:28])[CH:17]=[C:16]2[C:21]=1[C:22](=[O:24])[NH:23][C:14]([C:4]1[CH:5]=[C:6]([CH3:13])[C:7]([O:8][CH2:33][CH2:32][N:31]([CH3:30])[C:34](=[O:38])[CH3:35])=[C:2]([CH3:1])[CH:3]=1)=[N:15]2. The catalyst class is: 2. (4) Reactant: [CH:1]1[C:14]2[CH:13]([C:15]3[CH:41]=[CH:40][C:18]4[S:19][C:20]5[CH:25]=[CH:24][C:23]([CH:26]6[C:39]7[CH:38]=[CH:37][CH:36]=[CH:35][C:34]=7[O:33][C:32]7[C:27]6=[CH:28][CH:29]=[CH:30][CH:31]=7)=[CH:22][C:21]=5[C:17]=4[CH:16]=3)[C:12]3[C:7](=[CH:8][CH:9]=[CH:10][CH:11]=3)[O:6][C:5]=2[CH:4]=[CH:3][CH:2]=1.[CH2:42]([Li])[CH2:43][CH2:44][CH3:45].[CH2:47](I)[CH2:48][CH2:49][CH3:50]. Product: [CH2:42]([C:26]1([C:23]2[CH:24]=[CH:25][C:20]3[S:19][C:18]4[CH:40]=[CH:41][C:15]([C:13]5([CH2:47][CH2:48][CH2:49][CH3:50])[C:14]6[CH:1]=[CH:2][CH:3]=[CH:4][C:5]=6[O:6][C:7]6[C:12]5=[CH:11][CH:10]=[CH:9][CH:8]=6)=[CH:16][C:17]=4[C:21]=3[CH:22]=2)[C:39]2[CH:38]=[CH:37][CH:36]=[CH:35][C:34]=2[O:33][C:32]2[C:27]1=[CH:28][CH:29]=[CH:30][CH:31]=2)[CH2:43][CH2:44][CH3:45]. The catalyst class is: 7. (5) Reactant: [CH3:1][C:2]1[CH:7]=[CH:6][C:5]([CH:8]=[CH:9][C:10]2[CH:15]=[CH:14][CH:13]=[CH:12][CH:11]=2)=[CH:4][C:3]=1[N+:16]([O-])=O.[H][H]. Product: [CH3:1][C:2]1[CH:7]=[CH:6][C:5]([CH2:8][CH2:9][C:10]2[CH:11]=[CH:12][CH:13]=[CH:14][CH:15]=2)=[CH:4][C:3]=1[NH2:16]. The catalyst class is: 63. (6) Reactant: Br[C:2]1[CH:11]=[C:10]2[C:5]([CH:6]=[C:7]([C:13]3[CH:18]=[CH:17][CH:16]=[CH:15][C:14]=3[S:19]([CH3:22])(=[O:21])=[O:20])[NH:8][C:9]2=[O:12])=[CH:4][CH:3]=1.[OH:23][CH2:24][C@@H:25]1[O:29][C:28](=[O:30])[NH:27][CH2:26]1.C(=O)([O-])[O-].[K+].[K+].CNCCNC.[Cl-].[NH4+]. Product: [OH:23][CH2:24][C@@H:25]1[O:29][C:28](=[O:30])[N:27]([C:2]2[CH:11]=[C:10]3[C:5]([CH:6]=[C:7]([C:13]4[CH:18]=[CH:17][CH:16]=[CH:15][C:14]=4[S:19]([CH3:22])(=[O:21])=[O:20])[NH:8][C:9]3=[O:12])=[CH:4][CH:3]=2)[CH2:26]1. The catalyst class is: 830. (7) The catalyst class is: 5. Reactant: [Br:1][C:2]1[CH:9]=[CH:8][C:7]([N+:10]([O-:12])=[O:11])=[CH:6][C:3]=1[CH:4]=[O:5].C([O-])([O-])=O.[K+].[K+].CC1C=CC(S([CH2:29][N+:30]#[C-:31])(=O)=O)=CC=1. Product: [Br:1][C:2]1[CH:9]=[CH:8][C:7]([N+:10]([O-:12])=[O:11])=[CH:6][C:3]=1[C:4]1[O:5][CH:31]=[N:30][CH:29]=1. (8) Reactant: [NH2:1][C:2]1[CH:7]=[C:6]([CH3:8])[CH:5]=[C:4]([CH3:9])[C:3]=1[OH:10].C(OCC)(=O)C.C(=O)([O-])O.[Na+].[Br:22][C:23]([CH3:28])([CH3:27])[C:24](Br)=[O:25]. Product: [Br:22][C:23]([CH3:28])([CH3:27])[C:24]([NH:1][C:2]1[CH:7]=[C:6]([CH3:8])[CH:5]=[C:4]([CH3:9])[C:3]=1[OH:10])=[O:25]. The catalyst class is: 6. (9) Reactant: [N:1]1[CH:6]=[CH:5][CH:4]=[C:3]([CH:7]=[C:8]2[C:13](=[O:14])[CH:12]3[CH2:15][CH2:16][N:9]2[CH2:10][CH2:11]3)[CH:2]=1.C[O-].[Na+].[N+:20]([CH3:23])([O-:22])=[O:21].Cl. Product: [N:1]1[CH:6]=[CH:5][CH:4]=[C:3]([CH:7]([CH:8]2[C:13](=[O:14])[CH:12]3[CH2:11][CH2:10][N:9]2[CH2:16][CH2:15]3)[CH2:23][N+:20]([O-:22])=[O:21])[CH:2]=1. The catalyst class is: 5. (10) Reactant: [CH2:1]([C@@:4]1([CH2:37][O:38]CC[Si](C)(C)C)[CH2:9][C@H:8]([C:10]2[CH:15]=[CH:14][CH:13]=[C:12]([Cl:16])[CH:11]=2)[C@@H:7]([C:17]2[CH:22]=[CH:21][C:20]([Cl:23])=[CH:19][CH:18]=2)[N:6]([C@@H:24]([CH2:34][CH3:35])[CH2:25][N:26]([CH3:33])[S:27]([CH:30]2[CH2:32][CH2:31]2)(=[O:29])=[O:28])[C:5]1=[O:36])[CH:2]=[CH2:3].B(F)(F)F. Product: [CH2:1]([C@@:4]1([CH2:37][OH:38])[CH2:9][C@H:8]([C:10]2[CH:15]=[CH:14][CH:13]=[C:12]([Cl:16])[CH:11]=2)[C@@H:7]([C:17]2[CH:22]=[CH:21][C:20]([Cl:23])=[CH:19][CH:18]=2)[N:6]([C@@H:24]([CH2:34][CH3:35])[CH2:25][N:26]([CH3:33])[S:27]([CH:30]2[CH2:32][CH2:31]2)(=[O:28])=[O:29])[C:5]1=[O:36])[CH:2]=[CH2:3]. The catalyst class is: 2.